This data is from Forward reaction prediction with 1.9M reactions from USPTO patents (1976-2016). The task is: Predict the product of the given reaction. (1) Given the reactants [CH2:1]([O:8][C:9]1[CH:10]=[CH:11][CH:12]=[C:13]2[C:18]=1[O:17][CH2:16][CH2:15][CH:14]2[C:19]([OH:21])=O)[C:2]1[CH:7]=[CH:6][CH:5]=[CH:4][CH:3]=1.[CH3:22][N:23]([CH3:41])[C:24]1[CH:29]=[CH:28][C:27]([CH2:30][NH:31][C:32]2[CH:37]=[CH:36][C:35]([CH:38]([CH3:40])[CH3:39])=[CH:34][CH:33]=2)=[CH:26][CH:25]=1, predict the reaction product. The product is: [CH2:1]([O:8][C:9]1[CH:10]=[CH:11][CH:12]=[C:13]2[C:18]=1[O:17][CH2:16][CH2:15][CH:14]2[C:19]([N:31]([CH2:30][C:27]1[CH:26]=[CH:25][C:24]([N:23]([CH3:41])[CH3:22])=[CH:29][CH:28]=1)[C:32]1[CH:33]=[CH:34][C:35]([CH:38]([CH3:40])[CH3:39])=[CH:36][CH:37]=1)=[O:21])[C:2]1[CH:3]=[CH:4][CH:5]=[CH:6][CH:7]=1. (2) Given the reactants [CH3:1][S:2]([C:5]1[CH:10]=[CH:9][C:8]([C:11]2[CH:16]=[CH:15][C:14]([O:17][CH3:18])=[C:13]([CH2:19][NH:20][CH:21]3[CH2:26][CH2:25][CH:24]([NH:27][C:28](=[O:34])[O:29][C:30]([CH3:33])([CH3:32])[CH3:31])[CH2:23][CH2:22]3)[CH:12]=2)=[CH:7][CH:6]=1)(=[O:4])=[O:3].[Cl:35][C:36]1[C:37]2[C:47]([F:48])=[CH:46][CH:45]=[C:44]([F:49])[C:38]=2[S:39][C:40]=1[C:41](Cl)=[O:42], predict the reaction product. The product is: [Cl:35][C:36]1[C:37]2[C:47]([F:48])=[CH:46][CH:45]=[C:44]([F:49])[C:38]=2[S:39][C:40]=1[C:41]([N:20]([CH2:19][C:13]1[CH:12]=[C:11]([C:8]2[CH:9]=[CH:10][C:5]([S:2]([CH3:1])(=[O:3])=[O:4])=[CH:6][CH:7]=2)[CH:16]=[CH:15][C:14]=1[O:17][CH3:18])[CH:21]1[CH2:26][CH2:25][CH:24]([NH:27][C:28](=[O:34])[O:29][C:30]([CH3:31])([CH3:33])[CH3:32])[CH2:23][CH2:22]1)=[O:42]. (3) Given the reactants Cl[C:2]1[CH:3]=[CH:4][CH:5]=[C:6]2[C:11]=1[C:10](=[O:12])[N:9]([CH2:13][CH2:14][C:15]1[CH:24]=[CH:23][C:22]3[C:17](=[CH:18][CH:19]=[CH:20][CH:21]=3)[N:16]=1)[N:8]=[CH:7]2.C([O-])([O-])=O.[Cs+].[Cs+].C1(C)C=CC=CC=1.[NH:38]1[CH2:43][CH2:42][S:41](=[O:45])(=[O:44])[CH2:40][CH2:39]1, predict the reaction product. The product is: [O:44]=[S:41]1(=[O:45])[CH2:42][CH2:43][N:38]([C:2]2[CH:3]=[CH:4][CH:5]=[C:6]3[C:11]=2[C:10](=[O:12])[N:9]([CH2:13][CH2:14][C:15]2[CH:24]=[CH:23][C:22]4[C:17](=[CH:18][CH:19]=[CH:20][CH:21]=4)[N:16]=2)[N:8]=[CH:7]3)[CH2:39][CH2:40]1.